This data is from Reaction yield outcomes from USPTO patents with 853,638 reactions. The task is: Predict the reaction yield, written as a fraction of the theoretical maximum amount of product (1.0 means a 100% yield; for example, 0.34 means a 34% yield). (1) The reactants are C(NC(C)C)(C)C.[Li]CCCC.[Br:13][C:14]1[CH:19]=[C:18]([Cl:20])[CH:17]=[CH:16][N:15]=1.[I:21]I. The catalyst is C1COCC1.C(OCC)(=O)C. The product is [Br:13][C:14]1[C:19]([I:21])=[C:18]([Cl:20])[CH:17]=[CH:16][N:15]=1. The yield is 0.380. (2) The reactants are C([NH:5][S:6]([C:9]1[CH:14]=[CH:13][CH:12]=[C:11]([C:15]2[N:16]=[CH:17][N:18]([C:20]3[N:25]=[C:24]([CH:26]([F:28])[F:27])[CH:23]=[C:22]([C:29]4[CH:30]=[N:31][C:32]([C:35]([F:38])([F:37])[F:36])=[CH:33][CH:34]=4)[N:21]=3)[CH:19]=2)[CH:10]=1)(=[O:8])=[O:7])(C)(C)C.C(O)(C(F)(F)F)=O. The catalyst is ClCCl. The product is [F:28][CH:26]([F:27])[C:24]1[CH:23]=[C:22]([C:29]2[CH:30]=[N:31][C:32]([C:35]([F:38])([F:36])[F:37])=[CH:33][CH:34]=2)[N:21]=[C:20]([N:18]2[CH:19]=[C:15]([C:11]3[CH:10]=[C:9]([S:6]([NH2:5])(=[O:8])=[O:7])[CH:14]=[CH:13][CH:12]=3)[N:16]=[CH:17]2)[N:25]=1. The yield is 0.0400. (3) The reactants are [O:1]1[CH:5]=[CH:4][CH:3]=[C:2]1[CH2:6][O:7][C:8]1[CH:9]=[C:10]([N+:14]([O-])=O)[CH:11]=[CH:12][CH:13]=1.Cl.[OH-].[Na+]. The catalyst is C(O)C.[Fe]. The product is [O:1]1[CH:5]=[CH:4][CH:3]=[C:2]1[CH2:6][O:7][C:8]1[CH:9]=[C:10]([CH:11]=[CH:12][CH:13]=1)[NH2:14]. The yield is 0.860. (4) The reactants are [F:1][C:2]([F:11])([F:10])[C:3]1[CH:4]=[C:5]([SH:9])[CH:6]=[CH:7][CH:8]=1.C([O-])([O-])=O.[K+].[K+].CS(O[CH:23]1[CH2:28][CH2:27][O:26][CH:25]([C:29]2[CH:34]=[CH:33][C:32]([Cl:35])=[CH:31][N:30]=2)[CH2:24]1)(=O)=O. The catalyst is CN(C=O)C.O. The product is [Cl:35][C:32]1[CH:33]=[CH:34][C:29]([CH:25]2[CH2:24][CH:23]([S:9][C:5]3[CH:6]=[CH:7][CH:8]=[C:3]([C:2]([F:1])([F:10])[F:11])[CH:4]=3)[CH2:28][CH2:27][O:26]2)=[N:30][CH:31]=1. The yield is 0.700.